The task is: Predict the product of the given reaction.. This data is from Forward reaction prediction with 1.9M reactions from USPTO patents (1976-2016). (1) Given the reactants [F:1][C:2]([F:34])([F:33])[C:3]1[CH:4]=[C:5]([CH:13]=[CH:14][C:15]([NH:17][C@H:18]([C:29]([O:31]C)=[O:30])[CH2:19][C:20]2[C:28]3[C:23](=[CH:24][CH:25]=[CH:26][CH:27]=3)[NH:22][CH:21]=2)=[O:16])[CH:6]=[C:7]([C:9]([F:12])([F:11])[F:10])[CH:8]=1.[OH-].[Na+], predict the reaction product. The product is: [F:11][C:9]([F:10])([F:12])[C:7]1[CH:6]=[C:5]([CH:13]=[CH:14][C:15]([NH:17][C@H:18]([C:29]([OH:31])=[O:30])[CH2:19][C:20]2[C:28]3[C:23](=[CH:24][CH:25]=[CH:26][CH:27]=3)[NH:22][CH:21]=2)=[O:16])[CH:4]=[C:3]([C:2]([F:34])([F:1])[F:33])[CH:8]=1. (2) Given the reactants [BH4-].[Na+].[C:3]1([N:9]2[C:13]3[CH:14]=[N:15][CH:16]=[CH:17][C:12]=3[N:11]=[C:10]2[C:18](=[O:20])[CH3:19])[CH:8]=[CH:7][CH:6]=[CH:5][CH:4]=1.[Cl-].[NH4+], predict the reaction product. The product is: [C:3]1([N:9]2[C:13]3[CH:14]=[N:15][CH:16]=[CH:17][C:12]=3[N:11]=[C:10]2[CH:18]([OH:20])[CH3:19])[CH:4]=[CH:5][CH:6]=[CH:7][CH:8]=1. (3) The product is: [CH3:1][O:2][C:3](=[O:11])[C:4]1[CH:9]=[CH:8][C:7]([O:10][S:19]([CH3:18])(=[O:21])=[O:20])=[CH:6][CH:5]=1. Given the reactants [CH3:1][O:2][C:3](=[O:11])[C:4]1[CH:9]=[CH:8][C:7]([OH:10])=[CH:6][CH:5]=1.N1C=CC=CC=1.[CH3:18][S:19](Cl)(=[O:21])=[O:20], predict the reaction product. (4) The product is: [CH3:30][C:31]([CH3:45])=[CH:32][CH2:33][CH2:34]/[C:35](/[CH3:44])=[CH:36]/[CH2:37][CH2:38]/[C:39](/[CH3:43])=[CH:40]/[CH:41]=[O:42].[CH3:46][C:47]([CH3:61])=[CH:48][CH2:49][CH2:50]/[C:51](/[CH3:60])=[CH:52]/[CH2:53][CH2:54]/[C:55](/[CH3:59])=[CH:56]\[CH:57]=[O:58]. Given the reactants OC(CC/C=C(/CCC=C(C)C)\C)(C=C)C.N1C2C(=CC=CC=2O)C=CC=1.O=O.[CH3:30][C:31]([CH3:45])=[CH:32][CH2:33][CH2:34]/[C:35](/[CH3:44])=[CH:36]/[CH2:37][CH2:38]/[C:39](/[CH3:43])=[CH:40]/[CH:41]=[O:42].[CH3:46][C:47]([CH3:61])=[CH:48][CH2:49][CH2:50]/[C:51](/[CH3:60])=[CH:52]/[CH2:53][CH2:54]/[C:55](/[CH3:59])=[CH:56]\[CH:57]=[O:58], predict the reaction product. (5) Given the reactants Br[C:2]1[N:3]([C:22]2[N:23]=[C:24]([NH2:30])[NH:25][C:26](=[O:29])[C:27]=2[N:28]=1)[C@@H:4]1[O:21][C@H:15]([CH2:16][O:17][C:18](=[O:20])[CH3:19])[C@@H:10]([O:11][C:12](=[O:14])[CH3:13])[C@H:5]1[O:6][C:7](=[O:9])[CH3:8].CN1CC[CH2:34][C:33]1=O, predict the reaction product. The product is: [CH:33]([C:2]1[N:3]([C:22]2[N:23]=[C:24]([NH2:30])[NH:25][C:26](=[O:29])[C:27]=2[N:28]=1)[C@@H:4]1[O:21][C@H:15]([CH2:16][O:17][C:18](=[O:20])[CH3:19])[C@@H:10]([O:11][C:12](=[O:14])[CH3:13])[C@H:5]1[O:6][C:7](=[O:9])[CH3:8])=[CH2:34]. (6) Given the reactants [NH2:1][C:2]1[N:6]=[CH:5][N:4]([C:7]2[N:15]=[C:14]3[C:10]([N:11]=[CH:12][N:13]3[C@@H:16]3C[C@H](NC(=O)CO)[C@@H:18]([OH:26])[C@H:17]3[OH:27])=[C:9]([NH:28][CH2:29][CH:30]([C:37]3[CH:42]=[CH:41][CH:40]=[CH:39][CH:38]=3)[C:31]3[CH:36]=[CH:35][CH:34]=[CH:33][CH:32]=3)[N:8]=2)[N:3]=1.ClC1N=C2C(N=CN2[C@@H]2C[C@H:56]([NH:58][C:59]([CH2:61][O:62]C(=O)C)=[O:60])[C@@H:55](O)[C@H]2O)=C(NCC(C2C=CC=CC=2)C2C=CC=CC=2)N=1, predict the reaction product. The product is: [CH2:56]([NH:58][C:59]([C@@H:61]1[C@@H:18]([OH:26])[C@@H:17]([OH:27])[C@H:16]([N:13]2[CH:12]=[N:11][C:10]3[C:14]2=[N:15][C:7]([N:4]2[CH:5]=[N:6][C:2]([NH2:1])=[N:3]2)=[N:8][C:9]=3[NH:28][CH2:29][CH:30]([C:37]2[CH:42]=[CH:41][CH:40]=[CH:39][CH:38]=2)[C:31]2[CH:36]=[CH:35][CH:34]=[CH:33][CH:32]=2)[O:62]1)=[O:60])[CH3:55].